From a dataset of Forward reaction prediction with 1.9M reactions from USPTO patents (1976-2016). Predict the product of the given reaction. (1) The product is: [CH3:27][O:26][C:23](=[O:25])[CH2:24][O:22][CH2:21][C@@H:19]1[CH2:18][S:17][C:16]([C:13]2[NH:14][C:15]3[C:11]([CH:12]=2)=[CH:10][CH:9]=[CH:8][C:7]=3[NH:6][CH:1]2[CH2:2][CH2:3][CH2:4][CH2:5]2)=[N:20]1. Given the reactants [CH:1]1([NH:6][C:7]2[CH:8]=[CH:9][CH:10]=[C:11]3[C:15]=2[NH:14][C:13]([C:16]2[S:17][CH2:18][C@@H:19]([CH2:21][OH:22])[N:20]=2)=[CH:12]3)[CH2:5][CH2:4][CH2:3][CH2:2]1.[C:23]([O:26][CH2:27]CBr)(=[O:25])[CH3:24], predict the reaction product. (2) Given the reactants Br[C:2]1[CH:3]=[C:4]([S:17]([NH2:20])(=[O:19])=[O:18])[CH:5]=[N:6][C:7]=1[O:8][CH2:9][C:10]1([F:16])[CH2:15][CH2:14][O:13][CH2:12][CH2:11]1.C1CCCCC=1, predict the reaction product. The product is: [F:16][C:10]1([CH2:9][O:8][C:7]2[N:6]=[CH:5][C:4]([S:17]([NH2:20])(=[O:18])=[O:19])=[CH:3][CH:2]=2)[CH2:11][CH2:12][O:13][CH2:14][CH2:15]1. (3) The product is: [CH2:8]([C:6]1[CH:5]=[C:4]([Br:15])[C:3]2[O:16][CH2:23][C:24](=[O:25])[NH:1][C:2]=2[CH:7]=1)[C:9]1[CH:14]=[CH:13][CH:12]=[CH:11][CH:10]=1. Given the reactants [NH2:1][C:2]1[CH:7]=[C:6]([CH2:8][C:9]2[CH:14]=[CH:13][CH:12]=[CH:11][CH:10]=2)[CH:5]=[C:4]([Br:15])[C:3]=1[OH:16].C([O-])(O)=O.[Na+].Cl[CH2:23][C:24](Cl)=[O:25], predict the reaction product. (4) Given the reactants Cl[C:2]1[CH:3]=[C:4]([C:9]2[N:13]3[CH:14]=[CH:15][C:16]([C:19]([OH:22])([CH3:21])[CH3:20])=[C:17]([F:18])[C:12]3=[N:11][CH:10]=2)[CH:5]=[CH:6][C:7]=1[F:8].[S:23]1[CH:27]=[CH:26][C:25]2[CH:28]=[CH:29][CH:30]=[C:31](B(O)O)[C:24]1=2, predict the reaction product. The product is: [S:23]1[CH:27]=[CH:26][C:25]2[CH:28]=[CH:29][CH:30]=[C:31]([C:2]3[CH:3]=[C:4]([C:9]4[N:13]5[CH:14]=[CH:15][C:16]([C:19]([OH:22])([CH3:21])[CH3:20])=[C:17]([F:18])[C:12]5=[N:11][CH:10]=4)[CH:5]=[CH:6][C:7]=3[F:8])[C:24]1=2. (5) Given the reactants [OH:1][C:2]1[CH:7]=[CH:6][CH:5]=[CH:4][C:3]=1[C:8](/[C:10](=[CH:18]\[C:19]1[CH:24]=[CH:23][CH:22]=[CH:21][CH:20]=1)/C(OC(C)(C)C)=O)=[O:9].C1(C)C=CC(S(O)(=O)=O)=CC=1, predict the reaction product. The product is: [O:1]1[C:2]2[C:3](=[CH:4][CH:5]=[CH:6][CH:7]=2)[C:8](=[O:9])[CH2:10][C@@H:18]1[C:19]1[CH:24]=[CH:23][CH:22]=[CH:21][CH:20]=1. (6) Given the reactants [N:1]1([C:7]2[CH:16]=[CH:15][CH:14]=[C:13]3[C:8]=2[C:9]([NH2:18])=[N:10][C:11]([NH2:17])=[N:12]3)[CH2:6][CH2:5][NH:4][CH2:3][CH2:2]1.[CH2:19]1[O:29][C:28]2[CH:27]=[CH:26][C:23]([CH2:24]Cl)=[CH:22][C:21]=2[O:20]1, predict the reaction product. The product is: [O:29]1[C:28]2[CH:27]=[CH:26][C:23]([CH2:24][N:4]3[CH2:5][CH2:6][N:1]([C:7]4[CH:16]=[CH:15][CH:14]=[C:13]5[C:8]=4[C:9]([NH2:18])=[N:10][C:11]([NH2:17])=[N:12]5)[CH2:2][CH2:3]3)=[CH:22][C:21]=2[O:20][CH2:19]1.